Predict the product of the given reaction. From a dataset of Forward reaction prediction with 1.9M reactions from USPTO patents (1976-2016). (1) Given the reactants CO[C:3](=[C:12]1[C:20]2[C:15](=[CH:16][CH:17]=[C:18]([N+:21]([O-:23])=[O:22])[CH:19]=2)[NH:14][C:13]1=[O:24])[C:4]1[CH:9]=[CH:8][C:7]([O:10][CH3:11])=[CH:6][CH:5]=1.[N:25]1([CH2:31][C:32]2[CH:38]=[CH:37][C:35]([NH2:36])=[CH:34][CH:33]=2)[CH2:30][CH2:29][CH2:28][CH2:27][CH2:26]1, predict the reaction product. The product is: [N:25]1([CH2:31][C:32]2[CH:33]=[CH:34][C:35]([NH:36]/[C:3](=[C:12]3\[C:13](=[O:24])[NH:14][C:15]4[C:20]\3=[CH:19][C:18]([N+:21]([O-:23])=[O:22])=[CH:17][CH:16]=4)/[C:4]3[CH:5]=[CH:6][C:7]([O:10][CH3:11])=[CH:8][CH:9]=3)=[CH:37][CH:38]=2)[CH2:30][CH2:29][CH2:28][CH2:27][CH2:26]1. (2) The product is: [CH3:1][O:2][C:3](=[O:35])[CH2:4][C@H:5]1[C:9]2[CH:10]=[CH:11][C:12]([O:14][C@H:15]3[C:23]4[C:18](=[C:19]([O:25][C:26]5[CH:31]=[CH:30][C:29]([O:32][CH2:39][CH2:38][C:37]([OH:36])([CH3:52])[CH3:51])=[CH:28][C:27]=5[C:33]#[N:34])[CH:20]=[CH:21][C:22]=4[F:24])[CH2:17][CH2:16]3)=[CH:13][C:8]=2[O:7][CH2:6]1. Given the reactants [CH3:1][O:2][C:3](=[O:35])[CH2:4][C@H:5]1[C:9]2[CH:10]=[CH:11][C:12]([O:14][C@H:15]3[C:23]4[C:18](=[C:19]([O:25][C:26]5[CH:31]=[CH:30][C:29]([OH:32])=[CH:28][C:27]=5[C:33]#[N:34])[CH:20]=[CH:21][C:22]=4[F:24])[CH2:17][CH2:16]3)=[CH:13][C:8]=2[O:7][CH2:6]1.[OH:36][C:37]([CH3:52])([CH3:51])[CH2:38][CH2:39]OS(C1C=CC(C)=CC=1)(=O)=O, predict the reaction product. (3) Given the reactants Br[C:2]1[C:10]2[N:9]3[CH2:11][CH2:12][CH2:13][NH:14][C:15](=[O:16])[C:8]3=[CH:7][C:6]=2[CH:5]=[C:4]([F:17])[CH:3]=1.B(O)(O)[C:19]1[CH:20]=[CH:21][C:22]([CH3:25])=[CH:23][CH:24]=1, predict the reaction product. The product is: [F:17][C:4]1[CH:3]=[C:2]([C:19]2[CH:24]=[CH:23][C:22]([CH3:25])=[CH:21][CH:20]=2)[C:10]2[N:9]3[CH2:11][CH2:12][CH2:13][NH:14][C:15](=[O:16])[C:8]3=[CH:7][C:6]=2[CH:5]=1. (4) Given the reactants [C:1]([NH:5][C:6]([C:8]1[CH:13]=[C:12](Cl)[N:11]=[C:10]([C:15]2[CH:20]=[CH:19][N:18]=[CH:17][CH:16]=2)[CH:9]=1)=[O:7])([CH3:4])([CH3:3])[CH3:2].[CH:21]1([NH:27][C:28]2[CH:33]=[C:32]([Sn](C)(C)C)[CH:31]=[CH:30][N:29]=2)[CH2:26][CH2:25][CH2:24][CH2:23][CH2:22]1, predict the reaction product. The product is: [C:1]([NH:5][C:6]([C:8]1[CH:9]=[C:10]([C:15]2[CH:20]=[CH:19][N:18]=[CH:17][CH:16]=2)[N:11]=[C:12]([C:32]2[CH:31]=[CH:30][N:29]=[C:28]([NH:27][CH:21]3[CH2:26][CH2:25][CH2:24][CH2:23][CH2:22]3)[CH:33]=2)[CH:13]=1)=[O:7])([CH3:4])([CH3:2])[CH3:3]. (5) Given the reactants [N+:1]([O-:4])(O)=[O:2].[OH:5][C:6]1[CH:11]=[CH:10][C:9]([CH2:12][C:13]([OH:15])=[O:14])=[CH:8][CH:7]=1.O, predict the reaction product. The product is: [OH:5][C:6]1[CH:7]=[CH:8][C:9]([CH2:12][C:13]([OH:15])=[O:14])=[CH:10][C:11]=1[N+:1]([O-:4])=[O:2]. (6) Given the reactants [CH3:1][N:2](C(OCC1C=CC=CC=1)=O)[CH2:3][CH2:4][C:5]([S:7]([NH2:10])(=[O:9])=[O:8])=[O:6].Br, predict the reaction product. The product is: [CH3:1][NH:2][CH2:3][CH2:4][C:5]([S:7]([NH2:10])(=[O:9])=[O:8])=[O:6]. (7) Given the reactants [CH2:1]([O:3][P:4]([CH2:9][C:10]1[N:11]=[CH:12][N:13]([C:15]([C:28]2[CH:33]=[CH:32][CH:31]=[CH:30][CH:29]=2)([C:22]2[CH:27]=[CH:26][CH:25]=[CH:24][CH:23]=2)[C:16]2[CH:21]=[CH:20][CH:19]=[CH:18][CH:17]=2)[CH:14]=1)(=[O:8])[O:5][CH2:6][CH3:7])[CH3:2].[CH3:34]CCCCC.C([Li])CCC.CI, predict the reaction product. The product is: [C:16]1([C:15]([C:28]2[CH:33]=[CH:32][CH:31]=[CH:30][CH:29]=2)([C:22]2[CH:23]=[CH:24][CH:25]=[CH:26][CH:27]=2)[N:13]2[CH:14]=[C:10]([CH:9]([P:4](=[O:8])([O:5][CH2:6][CH3:7])[O:3][CH2:1][CH3:2])[CH3:34])[N:11]=[CH:12]2)[CH:21]=[CH:20][CH:19]=[CH:18][CH:17]=1. (8) The product is: [Cl:1][C:2]1[CH:3]=[N:4][C:5]2[N:6]([N:8]=[C:9]([C:11]([N:27]3[CH2:26][CH2:25][N:24]4[C:20]([C:16]5[CH:15]=[N:14][CH:19]=[CH:18][CH:17]=5)=[N:21][N:22]=[C:23]4[CH2:28]3)=[O:13])[CH:10]=2)[CH:7]=1. Given the reactants [Cl:1][C:2]1[CH:3]=[N:4][C:5]2[N:6]([N:8]=[C:9]([C:11]([OH:13])=O)[CH:10]=2)[CH:7]=1.[N:14]1[CH:19]=[CH:18][CH:17]=[C:16]([C:20]2[N:24]3[CH2:25][CH2:26][NH:27][CH2:28][C:23]3=[N:22][N:21]=2)[CH:15]=1, predict the reaction product. (9) Given the reactants [C:1]1([C:7]2[N:8]=[C:9]([N:12]3[CH2:17][CH2:16][NH:15][CH2:14][CH2:13]3)[O:10][CH:11]=2)[CH:6]=[CH:5][CH:4]=[CH:3][CH:2]=1.[O:18]1[C:22]2[CH:23]=[CH:24][CH:25]=[CH:26][C:21]=2[C:20]([N:27](C(OCC(Cl)(Cl)Cl)=O)[C:28](OCC(Cl)(Cl)Cl)=[O:29])=[N:19]1.C(N(C(C)C)CC)(C)C.CS(C)=O, predict the reaction product. The product is: [O:18]1[C:22]2[CH:23]=[CH:24][CH:25]=[CH:26][C:21]=2[C:20]([NH:27][C:28]([N:15]2[CH2:16][CH2:17][N:12]([C:9]3[O:10][CH:11]=[C:7]([C:1]4[CH:2]=[CH:3][CH:4]=[CH:5][CH:6]=4)[N:8]=3)[CH2:13][CH2:14]2)=[O:29])=[N:19]1.